Predict the product of the given reaction. From a dataset of Forward reaction prediction with 1.9M reactions from USPTO patents (1976-2016). (1) Given the reactants [N:1]([CH2:4][CH2:5][OH:6])=[N+:2]=[N-:3].CN(C)C=O.CC([N:16]([C@H:20]1[C:29]2[C:24](=[CH:25][CH:26]=[C:27]([C:30]#[CH:31])[CH:28]=2)[N:23]([C:32](=[O:34])[CH3:33])[C@@H:22]([CH3:35])[CH2:21]1)[C:17](=[O:19])[O-:18])(C)C, predict the reaction product. The product is: [C:32]([N:23]1[C:24]2[C:29](=[CH:28][C:27]([C:30]3[N:3]=[N:2][N:1]([CH2:4][CH2:5][OH:6])[CH:31]=3)=[CH:26][CH:25]=2)[C@H:20]([NH:16][C:17](=[O:19])[O:18][C:27]([CH3:30])([CH3:28])[CH3:26])[CH2:21][C@@H:22]1[CH3:35])(=[O:34])[CH3:33]. (2) Given the reactants [OH:1][CH:2]([CH2:9][OH:10])[CH2:3][C:4](=[O:8])[C:5]([O-:7])=[O:6].[O:11]=[CH:12][C@H:13]([C@@H:15]([C@@H:17]([CH2:19][OH:20])[OH:18])O)[OH:14].[O:21]=C[C@@H]([C@H]([C@@H](CO)O)O)O, predict the reaction product. The product is: [C:5]([O-:7])(=[O:6])[C:4]([CH3:3])=[O:8].[CH:2](=[O:1])[CH2:9][OH:10].[O:21]=[C:12]([O-:11])[C:13]([CH2:15][C@@H:17]([C@@H:19]([C:5]([O-:7])=[O:6])[OH:20])[OH:18])=[O:14]. (3) The product is: [CH2:7]([N:14]1[CH:18]=[C:17]([C:19]2[C:27]3[C:22](=[N:23][CH:24]=[CH:25][N:26]=3)[NH:21][CH:20]=2)[N:16]=[N:15]1)[C:8]1[CH:13]=[CH:12][CH:11]=[CH:10][CH:9]=1. Given the reactants C(=O)([O-])[O-].[K+].[K+].[CH2:7]([N:14]1[CH:18]=[C:17]([C:19]2[C:27]3[C:22](=[N:23][CH:24]=[CH:25][N:26]=3)[N:21](C(OC(C)(C)C)=O)[CH:20]=2)[N:16]=[N:15]1)[C:8]1[CH:13]=[CH:12][CH:11]=[CH:10][CH:9]=1, predict the reaction product. (4) Given the reactants [NH:1]1[C:5]2[CH:6]=[CH:7][CH:8]=[CH:9][C:4]=2[N:3]=[C:2]1[CH:10]=[N:11][CH:12]1[CH2:17][CH2:16][N:15]([CH3:18])[CH2:14][CH2:13]1.[F:19][C:20]([F:30])([F:29])[C:21]1[CH:22]=[C:23]([Mg]Br)[CH:24]=[CH:25][CH:26]=1.O, predict the reaction product. The product is: [NH:1]1[C:5]2[CH:6]=[CH:7][CH:8]=[CH:9][C:4]=2[N:3]=[C:2]1[CH:10]([NH:11][CH:12]1[CH2:13][CH2:14][N:15]([CH3:18])[CH2:16][CH2:17]1)[C:25]1[CH:24]=[CH:23][CH:22]=[C:21]([C:20]([F:30])([F:29])[F:19])[CH:26]=1. (5) Given the reactants [CH3:1][O:2][C:3]1[CH:17]=[C:16]([CH:18]([CH3:40])[C:19](=[O:39])[NH:20][CH2:21][C:22]2[C:23]([C:32]3[CH:33]=[C:34]([CH3:38])[CH:35]=[CH:36][CH:37]=3)=[N:24][C:25]([C:28]([F:31])([F:30])[F:29])=[CH:26][CH:27]=2)[CH:15]=[CH:14][C:4]=1[CH2:5][NH:6]C(=O)OC(C)(C)C.FC(F)(F)C(O)=O.C([O-])(O)=O.[Na+], predict the reaction product. The product is: [NH2:6][CH2:5][C:4]1[CH:14]=[CH:15][C:16]([CH:18]([CH3:40])[C:19]([NH:20][CH2:21][C:22]2[C:23]([C:32]3[CH:33]=[C:34]([CH3:38])[CH:35]=[CH:36][CH:37]=3)=[N:24][C:25]([C:28]([F:29])([F:30])[F:31])=[CH:26][CH:27]=2)=[O:39])=[CH:17][C:3]=1[O:2][CH3:1]. (6) The product is: [C:14]([C:10]1[CH:9]=[C:8]([C:4]2[S:3][C:2]([NH:1][C:33]([N:26]3[CH:27]=[CH:28][N:29]=[CH:25]3)=[O:34])=[N:6][C:5]=2[CH3:7])[CH:13]=[CH:12][N:11]=1)([CH3:17])([CH3:16])[CH3:15]. Given the reactants [NH2:1][C:2]1[S:3][C:4]([C:8]2[CH:13]=[CH:12][N:11]=[C:10]([C:14]([CH3:17])([CH3:16])[CH3:15])[CH:9]=2)=[C:5]([CH3:7])[N:6]=1.C([C:25]1[NH:26][CH:27]=[CH:28][N:29]=1)([C:25]1[NH:26][CH:27]=[CH:28][N:29]=1)=O.CN([CH:33]=[O:34])C, predict the reaction product. (7) Given the reactants Br[C:2]1[CH:3]=[C:4]([O:10][CH2:11][CH2:12][CH2:13][O:14][CH3:15])[C:5]([F:9])=[C:6]([Cl:8])[CH:7]=1.[CH3:16][CH:17]([CH3:21])[C:18](=[O:20])[CH3:19].CC(C)([O-])C.[Na+], predict the reaction product. The product is: [Cl:8][C:6]1[CH:7]=[C:2]([CH2:19][C:18](=[O:20])[CH:17]([CH3:21])[CH3:16])[CH:3]=[C:4]([O:10][CH2:11][CH2:12][CH2:13][O:14][CH3:15])[C:5]=1[F:9]. (8) Given the reactants [OH:1][C:2]1[CH:7]=[CH:6][C:5]([C:8]([C:10]2[CH:15]=[CH:14][C:13]([OH:16])=[CH:12][CH:11]=2)=O)=[CH:4][CH:3]=1.[Br:17][C:18]1[CH:23]=[CH:22][C:21]([C:24](=O)[CH2:25][CH2:26][Cl:27])=[CH:20][CH:19]=1, predict the reaction product. The product is: [Br:17][C:18]1[CH:19]=[CH:20][C:21]([C:24]([CH2:25][CH2:26][Cl:27])=[C:8]([C:10]2[CH:15]=[CH:14][C:13]([OH:16])=[CH:12][CH:11]=2)[C:5]2[CH:6]=[CH:7][C:2]([OH:1])=[CH:3][CH:4]=2)=[CH:22][CH:23]=1.